Dataset: Peptide-MHC class II binding affinity with 134,281 pairs from IEDB. Task: Regression. Given a peptide amino acid sequence and an MHC pseudo amino acid sequence, predict their binding affinity value. This is MHC class II binding data. (1) The peptide sequence is IPTAFKIGKTYTPEE. The MHC is DRB3_0101 with pseudo-sequence DRB3_0101. The binding affinity (normalized) is 0.186. (2) The peptide sequence is MAVYTLITAAIIHRE. The MHC is DRB1_0301 with pseudo-sequence DRB1_0301. The binding affinity (normalized) is 0. (3) The peptide sequence is GKIWPSHKGRPGNFLQSR. The binding affinity (normalized) is 0.200. The MHC is HLA-DPA10301-DPB10402 with pseudo-sequence HLA-DPA10301-DPB10402. (4) The peptide sequence is ERRNKYLEEHPSAGK. The MHC is DRB1_1302 with pseudo-sequence DRB1_1302. The binding affinity (normalized) is 0.0660. (5) The peptide sequence is AMRDMAGRFEVHAQT. The MHC is DRB1_1101 with pseudo-sequence DRB1_1101. The binding affinity (normalized) is 0.432. (6) The peptide sequence is TQGLLGALLLWMGIN. The MHC is DRB1_0701 with pseudo-sequence DRB1_0701. The binding affinity (normalized) is 0. (7) The peptide sequence is EPIAPYHFDLSGHAF. The MHC is HLA-DQA10401-DQB10402 with pseudo-sequence HLA-DQA10401-DQB10402. The binding affinity (normalized) is 0. (8) The peptide sequence is MGQGKSREEKGTNST. The MHC is DRB1_0101 with pseudo-sequence DRB1_0101. The binding affinity (normalized) is 0. (9) The peptide sequence is MFIRNCARKVFNDIK. The MHC is DRB1_0405 with pseudo-sequence DRB1_0405. The binding affinity (normalized) is 0.639. (10) The peptide sequence is PRTKYTATISGLKPG. The MHC is DRB3_0202 with pseudo-sequence DRB3_0202. The binding affinity (normalized) is 0.302.